From a dataset of Catalyst prediction with 721,799 reactions and 888 catalyst types from USPTO. Predict which catalyst facilitates the given reaction. The catalyst class is: 2. Product: [C:1]([C:3]1[C:4]([N:19]2[CH2:24][CH2:23][CH:22]([C:25]([O:27][C:28]([CH3:31])([CH3:30])[CH3:29])=[O:26])[CH2:21][CH2:20]2)=[N:5][C:6]([CH2:12][N:13]2[CH2:17][CH2:16][CH2:15][C:14]2=[O:18])=[C:7]([C:9](=[O:10])[NH:32][CH2:33][CH:34]([OH:37])[CH2:35][CH3:36])[CH:8]=1)#[N:2]. Reactant: [C:1]([C:3]1[C:4]([N:19]2[CH2:24][CH2:23][CH:22]([C:25]([O:27][C:28]([CH3:31])([CH3:30])[CH3:29])=[O:26])[CH2:21][CH2:20]2)=[N:5][C:6]([CH2:12][N:13]2[CH2:17][CH2:16][CH2:15][C:14]2=[O:18])=[C:7]([C:9](F)=[O:10])[CH:8]=1)#[N:2].[NH2:32][CH2:33][CH:34]([OH:37])[CH2:35][CH3:36].CCN(C(C)C)C(C)C.